Dataset: Catalyst prediction with 721,799 reactions and 888 catalyst types from USPTO. Task: Predict which catalyst facilitates the given reaction. (1) Reactant: Cl.[CH2:2]([O:4][C:5](=[O:8])[CH2:6][NH2:7])[CH3:3].[Cl:9][C:10]1[CH:11]=[C:12]([CH:15]=[C:16]([Cl:18])[CH:17]=1)[CH2:13]Cl.C(N(CC)CC)C. Product: [ClH:9].[Cl:9][C:10]1[CH:11]=[C:12]([CH2:13][NH:7][CH2:6][C:5]([O:4][CH2:2][CH3:3])=[O:8])[CH:15]=[C:16]([Cl:18])[CH:17]=1. The catalyst class is: 10. (2) Reactant: [N+:1]([C:4]1[CH:9]=[CH:8][C:7]([S:10](Cl)(=[O:12])=[O:11])=[CH:6][CH:5]=1)([O-:3])=[O:2].[NH2:14][C@H:15]1[CH2:19][CH2:18][N:17]([C:20]([O:22][C:23]([CH3:26])([CH3:25])[CH3:24])=[O:21])[CH2:16]1.C(N(C(C)C)C(C)C)C.CO. Product: [N+:1]([C:4]1[CH:9]=[CH:8][C:7]([S:10]([NH:14][C@H:15]2[CH2:19][CH2:18][N:17]([C:20]([O:22][C:23]([CH3:26])([CH3:25])[CH3:24])=[O:21])[CH2:16]2)(=[O:12])=[O:11])=[CH:6][CH:5]=1)([O-:3])=[O:2]. The catalyst class is: 4. (3) Reactant: [C:1]1([CH:7]2[CH2:13][CH2:12][CH2:11][CH2:10][C:9](=[O:14])[CH2:8]2)[CH:6]=[CH:5][CH:4]=[CH:3][CH:2]=1.[C:15](=O)([O:18]C)[O:16][CH3:17].[H-].[Na+]. Product: [O:14]=[C:9]1[CH2:8][CH:7]([C:1]2[CH:6]=[CH:5][CH:4]=[CH:3][CH:2]=2)[CH2:13][CH2:12][CH2:11][CH:10]1[C:15]([O:16][CH3:17])=[O:18]. The catalyst class is: 5. (4) Reactant: [BrH:1].CC(C)=O.[F:6][C:7]1([F:56])[CH2:12][CH2:11][CH:10]([C:13]2[C:22]3[C@@H:21]([OH:23])[CH2:20][C:19]([CH3:25])([CH3:24])[CH2:18][C:17]=3[N:16]=[C:15]([CH:26]3[CH2:31][CH2:30][N:29]([C:32]4[N:37]=[CH:36][C:35]([O:38][CH2:39][C@@H:40]([OH:43])[CH2:41][OH:42])=[CH:34][N:33]=4)[CH2:28][CH2:27]3)[C:14]=2[C@@H:44]([F:55])[C:45]2[CH:50]=[CH:49][C:48]([C:51]([F:54])([F:53])[F:52])=[CH:47][CH:46]=2)[CH2:9][CH2:8]1. Product: [BrH:1].[BrH:1].[F:56][C:7]1([F:6])[CH2:8][CH2:9][CH:10]([C:13]2[C:22]3[C@@H:21]([OH:23])[CH2:20][C:19]([CH3:24])([CH3:25])[CH2:18][C:17]=3[N:16]=[C:15]([CH:26]3[CH2:31][CH2:30][N:29]([C:32]4[N:37]=[CH:36][C:35]([O:38][CH2:39][C@@H:40]([OH:43])[CH2:41][OH:42])=[CH:34][N:33]=4)[CH2:28][CH2:27]3)[C:14]=2[C@@H:44]([F:55])[C:45]2[CH:50]=[CH:49][C:48]([C:51]([F:52])([F:54])[F:53])=[CH:47][CH:46]=2)[CH2:11][CH2:12]1. The catalyst class is: 310. (5) Reactant: Br[C:2]1[CH:7]=[CH:6][C:5]([C:8]2([C:11]3[N:15]4[CH2:16][CH2:17][S:18][C:19]([CH2:22][O:23][Si:24]([C:27]([CH3:30])([CH3:29])[CH3:28])([CH3:26])[CH3:25])([CH3:21])[CH2:20][C:14]4=[N:13][N:12]=3)[CH2:10][CH2:9]2)=[CH:4][CH:3]=1.[CH3:31][N:32]1[C:36](B2OC(C)(C)C(C)(C)O2)=[CH:35][CH:34]=[N:33]1.C(=O)([O-])[O-].[K+].[K+].C(=O)([O-])O.[Na+]. Product: [Si:24]([O:23][CH2:22][C:19]1([CH3:21])[S:18][CH2:17][CH2:16][N:15]2[C:11]([C:8]3([C:5]4[CH:6]=[CH:7][C:2]([C:36]5[N:32]([CH3:31])[N:33]=[CH:34][CH:35]=5)=[CH:3][CH:4]=4)[CH2:10][CH2:9]3)=[N:12][N:13]=[C:14]2[CH2:20]1)([C:27]([CH3:30])([CH3:29])[CH3:28])([CH3:26])[CH3:25]. The catalyst class is: 437. (6) Reactant: [F:1][C:2]1[CH:10]=[CH:9][CH:8]=[CH:7][C:3]=1[C:4](Cl)=[O:5].[CH3:11][C:12]1[C:13]([O:21][CH:22]2[CH2:27][CH2:26][NH:25][CH2:24][CH2:23]2)=[N:14][CH:15]=[C:16]([N+:18]([O-:20])=[O:19])[CH:17]=1.C(N(CC)CC)C. Product: [F:1][C:2]1[CH:10]=[CH:9][CH:8]=[CH:7][C:3]=1[C:4]([N:25]1[CH2:24][CH2:23][CH:22]([O:21][C:13]2[C:12]([CH3:11])=[CH:17][C:16]([N+:18]([O-:20])=[O:19])=[CH:15][N:14]=2)[CH2:27][CH2:26]1)=[O:5]. The catalyst class is: 4. (7) Reactant: [N:1]1([CH2:10][C:11]2[CH:16]=[CH:15][C:14]([C:17]3[O:18][CH:19]=[C:20]([C:22]([O:24]C)=[O:23])[N:21]=3)=[CH:13][CH:12]=2)[C:9]2[C:4](=[CH:5][CH:6]=[CH:7][CH:8]=2)[CH:3]=[CH:2]1.C1COCC1.[OH-].[Na+]. Product: [N:1]1([CH2:10][C:11]2[CH:12]=[CH:13][C:14]([C:17]3[O:18][CH:19]=[C:20]([C:22]([OH:24])=[O:23])[N:21]=3)=[CH:15][CH:16]=2)[C:9]2[C:4](=[CH:5][CH:6]=[CH:7][CH:8]=2)[CH:3]=[CH:2]1. The catalyst class is: 5. (8) Reactant: CC(OC(/N=N/C(OC(C)C)=O)=O)C.C1(P(C2C=CC=CC=2)C2C=CC=CC=2)C=CC=CC=1.[Cl:34][C:35]1[CH:36]=[C:37]([OH:42])[CH:38]=[CH:39][C:40]=1[Cl:41].[C:43]([O:47][C:48]([N:50]1[CH2:55][CH2:54][C:53]2([CH2:60][CH2:59][CH:58](O)[CH2:57][CH2:56]2)[CH2:52][CH2:51]1)=[O:49])([CH3:46])([CH3:45])[CH3:44]. Product: [C:43]([O:47][C:48]([N:50]1[CH2:55][CH2:54][C:53]2([CH2:60][CH2:59][CH:58]([O:42][C:37]3[CH:38]=[CH:39][C:40]([Cl:41])=[C:35]([Cl:34])[CH:36]=3)[CH2:57][CH2:56]2)[CH2:52][CH2:51]1)=[O:49])([CH3:46])([CH3:44])[CH3:45]. The catalyst class is: 27. (9) Reactant: [H-].[H-].[H-].[H-].[Li+].[Al+3].[CH3:7][O:8][C:9]1[CH:18]=[C:17]2[C:12]([C:13](=[N:27]O)[CH:14]([C:19]3[CH:24]=[CH:23][C:22]([O:25][CH3:26])=[CH:21][CH:20]=3)[CH2:15][O:16]2)=[CH:11][CH:10]=1. The catalyst class is: 332. Product: [CH3:7][O:8][C:9]1[CH:10]=[CH:11][C:12]2[NH:27][CH2:13][CH:14]([C:19]3[CH:24]=[CH:23][C:22]([O:25][CH3:26])=[CH:21][CH:20]=3)[CH2:15][O:16][C:17]=2[CH:18]=1.